The task is: Predict the reaction yield, written as a fraction of the theoretical maximum amount of product (1.0 means a 100% yield; for example, 0.34 means a 34% yield).. This data is from Reaction yield outcomes from USPTO patents with 853,638 reactions. (1) The reactants are O1CCCCC1[N:7]1[C:15]2[C:10](=[CH:11][C:12]([C:16]3[N:20]=[CH:19][N:18](C(C4C=CC=CC=4)(C4C=CC=CC=4)C4C=CC=CC=4)[N:17]=3)=[CH:13][CH:14]=2)[C:9]([C:40]2[CH:45]=[CH:44][C:43]([NH2:46])=[CH:42][CH:41]=2)=[N:8]1.Cl.[CH3:48][N:49]([CH3:54])[CH2:50][C:51](O)=[O:52].ON1C2C=CC=CC=2N=N1.Cl.C(N=C=NCCCN(C)C)C. The yield is 0.160. The catalyst is C(Cl)Cl. The product is [NH:18]1[CH:19]=[N:20][C:16]([C:12]2[CH:11]=[C:10]3[C:15](=[CH:14][CH:13]=2)[NH:7][N:8]=[C:9]3[C:40]2[CH:45]=[CH:44][C:43]([NH:46][C:51](=[O:52])[CH2:50][N:49]([CH3:54])[CH3:48])=[CH:42][CH:41]=2)=[N:17]1. (2) The reactants are Br[C:2]1[N:3]=[C:4]([C:23]2[O:24][C:25]([C:28]3[CH:33]=[CH:32][C:31]([CH2:34][Br:35])=[CH:30][CH:29]=3)=[N:26][N:27]=2)[C:5]([N:8]([C:16]([O:18][C:19]([CH3:22])([CH3:21])[CH3:20])=[O:17])[C:9](=[O:15])[O:10][C:11]([CH3:14])([CH3:13])[CH3:12])=[N:6][CH:7]=1.CC1(C)C(C)(C)OB([C:44]2[CH2:45][CH2:46][N:47]([C:50]([O:52][C:53]([CH3:56])([CH3:55])[CH3:54])=[O:51])[CH2:48][CH:49]=2)O1.C(P(C(C)(C)C)C1C=CC(N(C)C)=CC=1)(C)(C)C.C([O-])([O-])=O.[K+].[K+]. The catalyst is C1(C)C=CC=CC=1.Cl[Pd]Cl.O. The product is [C:11]([O:10][C:9]([N:8]([C:16]([O:18][C:19]([CH3:21])([CH3:20])[CH3:22])=[O:17])[C:5]1[N:6]=[CH:7][C:2]([C:44]2[CH2:49][CH2:48][N:47]([C:50]([O:52][C:53]([CH3:56])([CH3:55])[CH3:54])=[O:51])[CH2:46][CH:45]=2)=[N:3][C:4]=1[C:23]1[O:24][C:25]([C:28]2[CH:33]=[CH:32][C:31]([CH2:34][Br:35])=[CH:30][CH:29]=2)=[N:26][N:27]=1)=[O:15])([CH3:13])([CH3:14])[CH3:12]. The yield is 0.600. (3) The reactants are Cl[CH2:2][CH2:3][C@@H:4]([C:6]1[CH:11]=[CH:10][CH:9]=[CH:8][CH:7]=1)[OH:5].[CH3:12][CH:13]([CH3:29])[C:14]([NH:16][C:17]1[CH:22]=[CH:21][CH:20]=[C:19]([CH:23]2[CH2:28][CH2:27][NH:26][CH2:25][CH2:24]2)[CH:18]=1)=[O:15].C(N(C(C)C)CC)(C)C.N. The catalyst is [I-].C([N+](CCCC)(CCCC)CCCC)CCC.C(Cl)(Cl)Cl.O1CCOCC1. The product is [OH:5][C@H:4]([C:6]1[CH:11]=[CH:10][CH:9]=[CH:8][CH:7]=1)[CH2:3][CH2:2][N:26]1[CH2:27][CH2:28][CH:23]([C:19]2[CH:18]=[C:17]([NH:16][C:14](=[O:15])[CH:13]([CH3:12])[CH3:29])[CH:22]=[CH:21][CH:20]=2)[CH2:24][CH2:25]1. The yield is 0.393. (4) The reactants are [OH:1][C:2]1[CH:3]=[C:4]([CH:8]=[C:9]([N+:11]([O-:13])=[O:12])[CH:10]=1)[C:5]([OH:7])=[O:6].C([O-])([O-])=O.[K+].[K+].[CH2:20](Br)[CH2:21][CH:22]([CH3:24])[CH3:23]. The catalyst is CN(C=O)C. The product is [CH2:20]([O:1][C:2]1[CH:3]=[C:4]([CH:8]=[C:9]([N+:11]([O-:13])=[O:12])[CH:10]=1)[C:5]([O:7][CH2:2][CH2:3][CH:4]([CH3:8])[CH3:5])=[O:6])[CH2:21][CH:22]([CH3:24])[CH3:23]. The yield is 0.800. (5) The reactants are P([O:13][CH2:14][CH2:15][N:16]([CH2:50][C:51]([CH3:54])([CH3:53])[CH3:52])CCCOC1C=C2C(C(NC3C=C(CC(NC4C=CC=C(F)C=4)=O)NN=3)=NC=N2)=CC=1OC)(OC(C)(C)C)(OC(C)(C)C)=O.C1OC1.CC(C)(C)CN. The catalyst is CO. The product is [CH3:52][C:51]([CH3:54])([CH3:53])[CH2:50][NH:16][CH2:15][CH2:14][OH:13]. The yield is 0.970. (6) The reactants are I[C:2]1[C:10]2[O:9][CH2:8][C:7](=[O:11])[C:6]=2[CH:5]=[CH:4][C:3]=1[O:12][CH3:13].CC1(C)C(C)(C)OB([C:22]2[CH2:27][CH2:26][N:25]([C:28]([O:30][C:31]([CH3:34])([CH3:33])[CH3:32])=[O:29])[CH2:24][CH:23]=2)O1.C(=O)([O-])[O-].[Na+].[Na+].O. The catalyst is O1CCOCC1.Cl[Pd](Cl)([P](C1C=CC=CC=1)(C1C=CC=CC=1)C1C=CC=CC=1)[P](C1C=CC=CC=1)(C1C=CC=CC=1)C1C=CC=CC=1. The yield is 0.470. The product is [CH3:13][O:12][C:3]1[CH:4]=[CH:5][C:6]2[C:7](=[O:11])[CH2:8][O:9][C:10]=2[C:2]=1[C:22]1[CH2:27][CH2:26][N:25]([C:28]([O:30][C:31]([CH3:34])([CH3:33])[CH3:32])=[O:29])[CH2:24][CH:23]=1. (7) The reactants are [CH3:1][O:2][C:3]1[C:8]([NH2:9])=[C:7]([O:10][CH3:11])[N:6]=[C:5]([NH:12][CH2:13][CH2:14][CH2:15][N:16]2[CH2:21][CH2:20][O:19][CH2:18][CH2:17]2)[N:4]=1.C[Al](C)C.[CH3:26][Si:27]([CH3:45])([CH3:44])[C:28]1[CH:29]=[C:30]([O:34][C:35]2[O:39][C:38]([C:40](OC)=[O:41])=[CH:37][CH:36]=2)[CH:31]=[N:32][CH:33]=1. The catalyst is C1(C)C=CC=CC=1.ClCCl. The product is [O:19]1[CH2:20][CH2:21][N:16]([CH2:15][CH2:14][CH2:13][NH:12][C:5]2[N:4]=[C:3]([O:2][CH3:1])[C:8]([NH:9][C:40]([C:38]3[O:39][C:35]([O:34][C:30]4[CH:31]=[N:32][CH:33]=[C:28]([Si:27]([CH3:45])([CH3:44])[CH3:26])[CH:29]=4)=[CH:36][CH:37]=3)=[O:41])=[C:7]([O:10][CH3:11])[N:6]=2)[CH2:17][CH2:18]1. The yield is 0.400.